From a dataset of Reaction yield outcomes from USPTO patents with 853,638 reactions. Predict the reaction yield, written as a fraction of the theoretical maximum amount of product (1.0 means a 100% yield; for example, 0.34 means a 34% yield). (1) The reactants are [O:1]1[CH2:6][CH2:5][O:4][C:3]2[CH:7]=[C:8]([C:11](=[O:13])[CH3:12])[CH:9]=[CH:10][C:2]1=2.[H-].[Na+].[N:16]1[CH:21]=[CH:20][CH:19]=[CH:18][C:17]=1[C:22](OCC)=[O:23]. The catalyst is C1COCC1. The product is [O:1]1[CH2:6][CH2:5][O:4][C:3]2[CH:7]=[C:8]([C:11](=[O:13])[CH2:12][C:22]([C:17]3[CH:18]=[CH:19][CH:20]=[CH:21][N:16]=3)=[O:23])[CH:9]=[CH:10][C:2]1=2. The yield is 0.710. (2) The reactants are Br[C:2]1[CH:3]=[CH:4][C:5]2[O:10][C:9]([F:12])([F:11])[O:8][C:7]([F:14])([F:13])[C:6]=2[CH:15]=1. The catalyst is CO.CC#N.CCN(CC)CC.C1C=CC([P]([Pd]([P](C2C=CC=CC=2)(C2C=CC=CC=2)C2C=CC=CC=2)([P](C2C=CC=CC=2)(C2C=CC=CC=2)C2C=CC=CC=2)[P](C2C=CC=CC=2)(C2C=CC=CC=2)C2C=CC=CC=2)(C2C=CC=CC=2)C2C=CC=CC=2)=CC=1. The product is [CH3:7][O:8][C:9]([C:2]1[CH:3]=[CH:4][C:5]2[O:10][C:9]([F:12])([F:11])[O:8][C:7]([F:14])([F:13])[C:6]=2[CH:15]=1)=[O:10]. The yield is 0.850. (3) The reactants are [CH3:1][C:2]1[C:3]([C:11]2[S:15][C:14]([C:16]([OH:18])=O)=[CH:13][CH:12]=2)=[N:4][O:5][C:6]=1[C:7]([F:10])([F:9])[F:8].[NH:19]1[CH2:24][CH2:23][S:22](=[O:26])(=[O:25])[CH2:21][CH2:20]1. No catalyst specified. The product is [O:25]=[S:22]1(=[O:26])[CH2:23][CH2:24][N:19]([C:16]([C:14]2[S:15][C:11]([C:3]3[C:2]([CH3:1])=[C:6]([C:7]([F:8])([F:9])[F:10])[O:5][N:4]=3)=[CH:12][CH:13]=2)=[O:18])[CH2:20][CH2:21]1. The yield is 0.800. (4) The reactants are [C:1]([C:3]1[O:7][C:6]([S:8]([N:11]2[C:15]([C:16]3[C:17]([F:22])=[N:18][CH:19]=[CH:20][CH:21]=3)=[C:14]([F:23])[C:13]([CH2:24][N:25](C)[C:26](=O)OC(C)(C)C)=[CH:12]2)(=[O:10])=[O:9])=[CH:5][CH:4]=1)#[N:2].[C:34]([O:37]CC)(=[O:36])[CH3:35].Cl.[C:41]([O:44]CC)(=[O:43])[CH3:42]. The catalyst is CC(O)C. The product is [C:41]([OH:44])(=[O:43])/[CH:42]=[CH:35]/[C:34]([OH:37])=[O:36].[F:23][C:14]1[C:13]([CH2:24][NH:25][CH3:26])=[CH:12][N:11]([S:8]([C:6]2[O:7][C:3]([C:1]#[N:2])=[CH:4][CH:5]=2)(=[O:10])=[O:9])[C:15]=1[C:16]1[C:17]([F:22])=[N:18][CH:19]=[CH:20][CH:21]=1. The yield is 0.230. (5) The reactants are C([Li])CCC.C(NC(C)C)(C)C.[F:13][C:14]1[N:19]=[CH:18][C:17]([CH2:20][N:21]2[CH2:26][CH2:25][N:24]([C:27]([O:29][C:30]([CH3:33])([CH3:32])[CH3:31])=[O:28])[CH2:23][CH2:22]2)=[CH:16][CH:15]=1.[Li+].CC([N-]C(C)C)C.[B:42](OC(C)C)([O:47]C(C)C)[O:43]C(C)C. The catalyst is C1COCC1. The product is [C:30]([O:29][C:27]([N:24]1[CH2:23][CH2:22][N:21]([CH2:20][C:17]2[CH:16]=[C:15]([B:42]([OH:47])[OH:43])[C:14]([F:13])=[N:19][CH:18]=2)[CH2:26][CH2:25]1)=[O:28])([CH3:33])([CH3:32])[CH3:31]. The yield is 0.860. (6) The reactants are [Br:1][C:2]1[CH:3]=[C:4]([C:8]([OH:10])=[O:9])[O:5][C:6]=1Br.[OH-].[NH4+].Cl. The catalyst is [Zn].O. The product is [Br:1][C:2]1[CH:3]=[C:4]([C:8]([OH:10])=[O:9])[O:5][CH:6]=1. The yield is 0.831. (7) The reactants are [CH2:1]1[C:10]2[C:5](=[CH:6][CH:7]=[CH:8][CH:9]=2)[CH2:4][CH2:3][NH:2]1.C([O-])([O-])=O.[K+].[K+].Br[CH2:18][CH:19]1[CH2:21][O:20]1. The catalyst is CC#N. The product is [O:20]1[CH2:21][CH:19]1[CH2:18][N:2]1[CH2:3][CH2:4][C:5]2[C:10](=[CH:9][CH:8]=[CH:7][CH:6]=2)[CH2:1]1. The yield is 0.750. (8) The reactants are [CH2:1]([O:8][C:9]1[N:16]=[C:15]([CH3:17])[CH:14]=[C:13]([CH3:18])[C:10]=1[CH:11]=O)[C:2]1[CH:7]=[CH:6][CH:5]=[CH:4][CH:3]=1.[NH2:19][CH2:20][CH2:21][OH:22].C([BH3-])#N.[Na+]. The catalyst is CO. The product is [CH2:1]([O:8][C:9]1[C:10]([CH2:11][NH:19][CH2:20][CH2:21][OH:22])=[C:13]([CH3:18])[CH:14]=[C:15]([CH3:17])[N:16]=1)[C:2]1[CH:7]=[CH:6][CH:5]=[CH:4][CH:3]=1. The yield is 0.550.